Predict which catalyst facilitates the given reaction. From a dataset of Catalyst prediction with 721,799 reactions and 888 catalyst types from USPTO. (1) Reactant: [CH3:1][O:2][C:3](=[O:25])[CH:4]([N:11]1[CH2:16][CH2:15][N:14]([C:17]2[CH:22]=[CH:21][C:20]([NH2:23])=[CH:19][C:18]=2[F:24])[CH2:13][CH2:12]1)[C:5]1[CH:10]=[CH:9][CH:8]=[CH:7][CH:6]=1.[CH3:26][CH:27]([CH3:33])[CH2:28][CH2:29][C:30](Cl)=[O:31]. Product: [CH3:1][O:2][C:3](=[O:25])[CH:4]([N:11]1[CH2:12][CH2:13][N:14]([C:17]2[CH:22]=[CH:21][C:20]([NH:23][C:30](=[O:31])[CH2:29][CH2:28][CH:27]([CH3:33])[CH3:26])=[CH:19][C:18]=2[F:24])[CH2:15][CH2:16]1)[C:5]1[CH:10]=[CH:9][CH:8]=[CH:7][CH:6]=1. The catalyst class is: 2. (2) Reactant: [N:1]1([C:12]([O:14][C:15]([CH3:18])([CH3:17])[CH3:16])=[O:13])[CH2:6][CH2:5][CH:4]([C:7](OCC)=[O:8])[CH2:3][CH2:2]1.O.[NH2:20][NH2:21]. Product: [NH:20]([C:7]([CH:4]1[CH2:5][CH2:6][N:1]([C:12]([O:14][C:15]([CH3:18])([CH3:17])[CH3:16])=[O:13])[CH2:2][CH2:3]1)=[O:8])[NH2:21]. The catalyst class is: 5. (3) Reactant: S(=O)(=O)(O)O.[CH:6]([O:9][C:10]1[CH:11]=[C:12](N)[CH:13]=[N:14][CH:15]=1)([CH3:8])[CH3:7].N([O-])=[O:18].[Na+].[OH-].[Na+].[Na+].[Cl-]. Product: [CH:6]([O:9][C:10]1[CH:11]=[C:12]([OH:18])[CH:13]=[N:14][CH:15]=1)([CH3:8])[CH3:7]. The catalyst class is: 6. (4) Reactant: [O:1]=[C:2]1[N:6]([CH2:7][C:8]2[CH:13]=[CH:12][C:11]([C:14]3[CH:19]=[CH:18][C:17]([CH:20]=O)=[CH:16][CH:15]=3)=[CH:10][CH:9]=2)[CH2:5][C:4]2([CH2:26][CH2:25][CH2:24][CH2:23][CH2:22]2)[O:3]1.Cl.[NH:28]1[CH2:32][CH2:31][C@@H:30]([OH:33])[CH2:29]1.[BH-](OC(C)=O)(OC(C)=O)OC(C)=O.[Na+]. Product: [OH:33][CH:30]1[CH2:31][CH2:32][N:28]([CH2:20][C:17]2[CH:16]=[CH:15][C:14]([C:11]3[CH:12]=[CH:13][C:8]([CH2:7][N:6]4[CH2:5][C:4]5([CH2:22][CH2:23][CH2:24][CH2:25][CH2:26]5)[O:3][C:2]4=[O:1])=[CH:9][CH:10]=3)=[CH:19][CH:18]=2)[CH2:29]1. The catalyst class is: 26. (5) Reactant: [CH3:1][O:2][C:3]1[C:4](NC(=O)C(C)(C)C)=[C:5]([CH:9]=[CH:10][CH:11]=1)[C:6]([OH:8])=[O:7].Cl.N([O-])=O.[Na+].[I-:24].[K+]. Product: [I:24][C:4]1[C:3]([O:2][CH3:1])=[CH:11][CH:10]=[CH:9][C:5]=1[C:6]([OH:8])=[O:7]. The catalyst class is: 6. (6) Reactant: [C:1]1([C:7]2([CH2:13][CH2:14][CH2:15][C:16]([O:18]CC)=[O:17])[CH2:12][CH2:11][CH2:10][CH2:9][CH2:8]2)[CH:6]=[CH:5][CH:4]=[CH:3][CH:2]=1.[OH-].[Na+].Cl. The catalyst class is: 5. Product: [C:1]1([C:7]2([CH2:13][CH2:14][CH2:15][C:16]([OH:18])=[O:17])[CH2:12][CH2:11][CH2:10][CH2:9][CH2:8]2)[CH:6]=[CH:5][CH:4]=[CH:3][CH:2]=1. (7) Reactant: COC1C=C(OC)C=CC=1C[N:6]([C:35]1[S:39][N:38]=[CH:37][N:36]=1)[S:7]([C:10]1[N:15]=[C:14]2[NH:16][CH:17]=[C:18]([C:19]3[CH:24]=[CH:23][C:22]([C:25]([F:28])([F:27])[F:26])=[CH:21][C:20]=3[C:29]3[N:33]([CH3:34])[N:32]=[CH:31][CH:30]=3)[C:13]2=[CH:12][CH:11]=1)(=[O:9])=[O:8].C(Cl)Cl.C(O)(C(F)(F)F)=O. Product: [CH3:34][N:33]1[C:29]([C:20]2[CH:21]=[C:22]([C:25]([F:28])([F:27])[F:26])[CH:23]=[CH:24][C:19]=2[C:18]2[C:13]3[C:14](=[N:15][C:10]([S:7]([NH:6][C:35]4[S:39][N:38]=[CH:37][N:36]=4)(=[O:8])=[O:9])=[CH:11][CH:12]=3)[NH:16][CH:17]=2)=[CH:30][CH:31]=[N:32]1. The catalyst class is: 5. (8) Reactant: [Cl:1][C:2]1[N:7]=[C:6]([C:8]#[C:9][CH3:10])[C:5]([NH2:11])=[C:4]([NH:12][CH2:13][C:14]2[C:19]([CH3:20])=[CH:18][CH:17]=[CH:16][C:15]=2[CH3:21])[CH:3]=1.S([O-])([O-])=O.[Na+].[Na+]. Product: [Cl:1][C:2]1[N:7]=[C:6]2[CH:8]=[C:9]([CH3:10])[NH:11][C:5]2=[C:4]([NH:12][CH2:13][C:14]2[C:15]([CH3:21])=[CH:16][CH:17]=[CH:18][C:19]=2[CH3:20])[CH:3]=1. The catalyst class is: 122. (9) The catalyst class is: 6. Product: [Br:18][C:4]1[S:3][C:2]2[O:17][C:11]3[CH:12]=[C:13]([CH3:16])[CH:14]=[CH:15][C:10]=3[NH:9][C:7](=[O:8])[C:6]=2[CH:5]=1. Reactant: Br[C:2]1[S:3][C:4]([Br:18])=[CH:5][C:6]=1[C:7]([NH:9][C:10]1[CH:15]=[CH:14][C:13]([CH3:16])=[CH:12][C:11]=1[OH:17])=[O:8].CS(C)=O.C(=O)([O-])[O-].[K+].[K+].